From a dataset of Merck oncology drug combination screen with 23,052 pairs across 39 cell lines. Regression. Given two drug SMILES strings and cell line genomic features, predict the synergy score measuring deviation from expected non-interaction effect. (1) Drug 1: CC(C)CC(NC(=O)C(Cc1ccccc1)NC(=O)c1cnccn1)B(O)O. Drug 2: CCC1(O)C(=O)OCc2c1cc1n(c2=O)Cc2cc3c(CN(C)C)c(O)ccc3nc2-1. Cell line: OVCAR3. Synergy scores: synergy=-15.4. (2) Drug 1: C#Cc1cccc(Nc2ncnc3cc(OCCOC)c(OCCOC)cc23)c1. Drug 2: O=C(NOCC(O)CO)c1ccc(F)c(F)c1Nc1ccc(I)cc1F. Cell line: HT29. Synergy scores: synergy=11.1. (3) Drug 1: COC1=C2CC(C)CC(OC)C(O)C(C)C=C(C)C(OC(N)=O)C(OC)C=CC=C(C)C(=O)NC(=CC1=O)C2=O. Drug 2: NC1CCCCC1N.O=C(O)C(=O)O.[Pt+2]. Cell line: SKMEL30. Synergy scores: synergy=5.66. (4) Drug 1: NC(=O)c1cccc2cn(-c3ccc(C4CCCNC4)cc3)nc12. Drug 2: CNC(=O)c1cc(Oc2ccc(NC(=O)Nc3ccc(Cl)c(C(F)(F)F)c3)cc2)ccn1. Cell line: MDAMB436. Synergy scores: synergy=-3.02. (5) Drug 1: O=C(O)C1(Cc2cccc(Nc3nccs3)n2)CCC(Oc2cccc(Cl)c2F)CC1. Cell line: ZR751. Drug 2: NC1CCCCC1N.O=C(O)C(=O)O.[Pt+2]. Synergy scores: synergy=-19.7. (6) Drug 1: Cn1nnc2c(C(N)=O)ncn2c1=O. Drug 2: NC(=O)c1cccc2cn(-c3ccc(C4CCCNC4)cc3)nc12. Cell line: RKO. Synergy scores: synergy=53.1.